From a dataset of Reaction yield outcomes from USPTO patents with 853,638 reactions. Predict the reaction yield, written as a fraction of the theoretical maximum amount of product (1.0 means a 100% yield; for example, 0.34 means a 34% yield). (1) The reactants are Cl.[NH2:2][C:3]1[S:4][C:5]([Cl:8])=[CH:6][N:7]=1.N1CCCCC1.[CH3:15][O:16][C:17]1[CH:24]=[C:23]([O:25][CH3:26])[CH:22]=[CH:21][C:18]=1[CH:19]=O.[BH4-].[Na+]. The catalyst is ClCCl.CO.C(OCC)(=O)C. The product is [Cl:8][C:5]1[S:4][C:3]([NH:2][CH2:19][C:18]2[CH:21]=[CH:22][C:23]([O:25][CH3:26])=[CH:24][C:17]=2[O:16][CH3:15])=[N:7][CH:6]=1. The yield is 0.320. (2) The reactants are F[C:2]1[CH:7]=[CH:6][C:5]([N+:8]([O-:10])=[O:9])=[CH:4][C:3]=1[F:11].C([O-])([O-])=O.[K+].[K+].[NH:18]1[CH:22]=[CH:21][CH:20]=[N:19]1. The catalyst is CS(C)=O.O. The product is [F:11][C:3]1[CH:4]=[C:5]([N+:8]([O-:10])=[O:9])[CH:6]=[CH:7][C:2]=1[N:18]1[CH:22]=[CH:21][CH:20]=[N:19]1. The yield is 0.800. (3) The reactants are [CH2:1]([NH:3][CH:4]1[CH2:9][CH2:8][C:7]([C:10]2[C:18]3[C:13](=[CH:14][CH:15]=[C:16]([N+:19]([O-:21])=[O:20])[CH:17]=3)[NH:12][CH:11]=2)=[CH:6][CH2:5]1)[CH3:2].CCN(CC)CC.[CH3:29][C:30]([O:33][C:34](O[C:34]([O:33][C:30]([CH3:32])([CH3:31])[CH3:29])=[O:35])=[O:35])([CH3:32])[CH3:31]. The catalyst is O1CCOCC1. The product is [CH2:1]([N:3]([CH:4]1[CH2:9][CH2:8][C:7]([C:10]2[C:18]3[C:13](=[CH:14][CH:15]=[C:16]([N+:19]([O-:21])=[O:20])[CH:17]=3)[NH:12][CH:11]=2)=[CH:6][CH2:5]1)[C:34](=[O:35])[O:33][C:30]([CH3:32])([CH3:31])[CH3:29])[CH3:2]. The yield is 0.780.